This data is from Forward reaction prediction with 1.9M reactions from USPTO patents (1976-2016). The task is: Predict the product of the given reaction. (1) Given the reactants [O:1]1[C:5]2[CH:6]=[CH:7][C:8]([CH2:10][N:11]3[CH2:16][CH2:15][NH:14][CH2:13][CH2:12]3)=[CH:9][C:4]=2[O:3][CH2:2]1.C([O:21][C:22]([N:24]1CC[N:27]([CH2:30][C:31]2[CH:39]=CC3OCOC=3C=2)[CH2:26][CH2:25]1)=O)(C)(C)C, predict the reaction product. The product is: [N:27]1[CH:30]=[CH:31][CH:39]=[C:25]([NH:24][C:22]([N:14]2[CH2:13][CH2:12][N:11]([CH2:10][C:8]3[CH:7]=[CH:6][C:5]4[O:1][CH2:2][O:3][C:4]=4[CH:9]=3)[CH2:16][CH2:15]2)=[O:21])[CH:26]=1. (2) Given the reactants C1C(=O)N([Br:8])C(=O)C1.[CH3:9][O:10][C:11](=[O:19])[C:12]1[CH:17]=[CH:16][CH:15]=[N:14][C:13]=1[OH:18], predict the reaction product. The product is: [CH3:9][O:10][C:11](=[O:19])[C:12]1[CH:17]=[C:16]([Br:8])[CH:15]=[N:14][C:13]=1[OH:18].